Regression. Given a peptide amino acid sequence and an MHC pseudo amino acid sequence, predict their binding affinity value. This is MHC class II binding data. From a dataset of Peptide-MHC class II binding affinity with 134,281 pairs from IEDB. (1) The peptide sequence is LSIPISINYRTEIDK. The MHC is DRB1_0101 with pseudo-sequence DRB1_0101. The binding affinity (normalized) is 0.366. (2) The peptide sequence is AAATAGTTTYGAFAA. The MHC is HLA-DQA10501-DQB10301 with pseudo-sequence HLA-DQA10501-DQB10301. The binding affinity (normalized) is 0.589. (3) The peptide sequence is GIVEQCCTSI. The MHC is DRB1_0406 with pseudo-sequence DRB1_0403. The binding affinity (normalized) is 0.